Dataset: Peptide-MHC class I binding affinity with 185,985 pairs from IEDB/IMGT. Task: Regression. Given a peptide amino acid sequence and an MHC pseudo amino acid sequence, predict their binding affinity value. This is MHC class I binding data. (1) The peptide sequence is IQQLQNLAI. The MHC is Mamu-A07 with pseudo-sequence Mamu-A07. The binding affinity (normalized) is 0.373. (2) The peptide sequence is KLPTLFGRGV. The MHC is HLA-A02:01 with pseudo-sequence HLA-A02:01. The binding affinity (normalized) is 0.482.